The task is: Predict which catalyst facilitates the given reaction.. This data is from Catalyst prediction with 721,799 reactions and 888 catalyst types from USPTO. (1) Reactant: CC1(C)[O:6][C@H:5]([CH2:7][O:8][C:9]2[CH:14]=[CH:13][C:12]([C:15]([C:20]3[CH:25]=[CH:24][C:23](/[C:26](/[CH3:34])=[CH:27]/[C:28]([CH2:32][CH3:33])([OH:31])[CH2:29][CH3:30])=[C:22]([CH3:35])[CH:21]=3)([CH2:18][CH3:19])[CH2:16][CH3:17])=[CH:11][C:10]=2[CH3:36])[CH2:4][O:3]1.CC1(C)C2(CS(O)(=O)=O)C(CC1CC2)=O.C([O-])(O)=O.[Na+]. Product: [CH2:16]([C:15]([C:12]1[CH:13]=[CH:14][C:9]([O:8][CH2:7][C@@H:5]([OH:6])[CH2:4][OH:3])=[C:10]([CH3:36])[CH:11]=1)([C:20]1[CH:25]=[CH:24][C:23](/[C:26](/[CH3:34])=[CH:27]/[C:28]([CH2:29][CH3:30])([OH:31])[CH2:32][CH3:33])=[C:22]([CH3:35])[CH:21]=1)[CH2:18][CH3:19])[CH3:17]. The catalyst class is: 20. (2) Reactant: [OH:1][C@H:2]1[CH2:6][N:5](C(OC(C)(C)C)=O)[C@H:4]([C:14]([O:16][CH2:17][C:18]2[CH:23]=[CH:22][CH:21]=[CH:20][CH:19]=2)=[O:15])[CH2:3]1.[ClH:24].CCOC(C)=O. The catalyst class is: 25. Product: [ClH:24].[OH:1][C@H:2]1[CH2:6][NH:5][C@H:4]([C:14]([O:16][CH2:17][C:18]2[CH:23]=[CH:22][CH:21]=[CH:20][CH:19]=2)=[O:15])[CH2:3]1. (3) Reactant: C(NC(C)C)(C)C.[Li]CCCC.[C:13]([O:18][CH3:19])(=[O:17])[CH:14]([CH3:16])[CH3:15].Br[C:21]1[CH:26]=[CH:25][C:24]([Br:27])=[CH:23][N:22]=1. Product: [Br:27][C:24]1[CH:25]=[CH:26][C:21]([C:14]([CH3:16])([CH3:15])[C:13]([O:18][CH3:19])=[O:17])=[N:22][CH:23]=1. The catalyst class is: 7.